Dataset: Catalyst prediction with 721,799 reactions and 888 catalyst types from USPTO. Task: Predict which catalyst facilitates the given reaction. The catalyst class is: 2. Reactant: [NH2:1][CH2:2][CH:3]1[CH2:7][C:6]2[CH:8]=[C:9]([C:13]3[S:17][C:16]([C:18](=[O:20])[CH3:19])=[CH:15][CH:14]=3)[CH:10]=[C:11]([Cl:12])[C:5]=2[O:4]1.CC[N:23]=[C:24]=[N:25][CH2:26][CH2:27][CH2:28]N(C)C.[CH:32]1[CH:33]=[CH:34]C2N(O)N=NC=2[CH:37]=1.CCN(C(C)C)C(C)C.CN(C=[O:55])C. Product: [C:18]([C:16]1[S:17][C:13]([C:9]2[CH:10]=[C:11]([Cl:12])[C:5]3[O:4][CH:3]([CH2:2][NH:1][C:37](=[O:55])/[CH:32]=[CH:33]/[C:34]4[C:24]([NH2:23])=[N:25][CH:26]=[CH:27][CH:28]=4)[CH2:7][C:6]=3[CH:8]=2)=[CH:14][CH:15]=1)(=[O:20])[CH3:19].